Dataset: Forward reaction prediction with 1.9M reactions from USPTO patents (1976-2016). Task: Predict the product of the given reaction. (1) The product is: [Cl:1][C:2]1[CH:7]=[CH:6][C:5]([C:8]2([C:11]3[C:20]([OH:21])=[C:19]([C:22]([OH:24])=[O:23])[C:18]4[C:13](=[C:14]([C:40]5[CH:45]=[CH:44][CH:43]=[CH:42][CH:41]=5)[CH:15]=[CH:16][CH:17]=4)[N:12]=3)[CH2:10][CH2:9]2)=[CH:4][CH:3]=1.[Cl:46][C:14]1[CH:15]=[CH:16][CH:17]=[C:18]2[C:13]=1[N:12]=[C:11]([C:8]1([C:5]3[CH:6]=[CH:7][C:2]([Cl:1])=[CH:3][CH:4]=3)[CH2:10][CH2:9]1)[C:20]([OH:21])=[C:19]2[C:22]([OH:24])=[O:23]. Given the reactants [Cl:1][C:2]1[CH:7]=[CH:6][C:5]([C:8]2([C:11]3[C:20]([OH:21])=[C:19]([C:22]([OH:24])=[O:23])[C:18]4[C:13](=[C:14](OC(F)(F)F)[CH:15]=[CH:16][CH:17]=4)[N:12]=3)[CH2:10][CH2:9]2)=[CH:4][CH:3]=1.C(OCC(C1([C:40]2[CH:45]=[CH:44][C:43]([Cl:46])=[CH:42][CH:41]=2)CC1)=O)(=O)C, predict the reaction product. (2) Given the reactants C(O[C:4]([C:6]1([CH2:12][CH2:13]OC)[CH2:11][CH2:10][NH:9][CH2:8][CH2:7]1)=[O:5])C.[CH:16]1([S:19](Cl)(=[O:21])=[O:20])[CH2:18][CH2:17]1.[F:23][C:24]([F:34])([F:33])[O:25][C:26]1[CH:32]=[CH:31][C:29]([NH2:30])=[CH:28][CH:27]=1, predict the reaction product. The product is: [CH:16]1([S:19]([N:9]2[CH2:8][CH2:7][C:6]3([C:4](=[O:5])[N:30]([C:29]4[CH:31]=[CH:32][C:26]([O:25][C:24]([F:23])([F:33])[F:34])=[CH:27][CH:28]=4)[CH2:13][CH2:12]3)[CH2:11][CH2:10]2)(=[O:21])=[O:20])[CH2:18][CH2:17]1.